From a dataset of Full USPTO retrosynthesis dataset with 1.9M reactions from patents (1976-2016). Predict the reactants needed to synthesize the given product. Given the product [F:7]/[C:8](/[C:24]1[CH:28]=[C:27]([CH3:29])[N:26]([CH2:42][C:41]2[CH:40]=[C:39]([C:36]3([CH2:35][OH:34])[CH2:38][CH2:37]3)[CH:50]=[CH:49][CH:48]=2)[N:25]=1)=[CH:9]\[C:10]1[CH:15]=[CH:14][C:13]([C:16]([CH3:21])([CH3:22])[C:17]([F:19])([F:20])[F:18])=[C:12]([F:23])[CH:11]=1, predict the reactants needed to synthesize it. The reactants are: CC(C)([O-])C.[K+].[F:7]/[C:8](/[C:24]1[CH:28]=[C:27]([CH3:29])[NH:26][N:25]=1)=[CH:9]\[C:10]1[CH:15]=[CH:14][C:13]([C:16]([CH3:22])([CH3:21])[C:17]([F:20])([F:19])[F:18])=[C:12]([F:23])[CH:11]=1.C([Si](C(C)C)(C(C)C)[O:34][CH2:35][C:36]1([C:39]2[CH:40]=[C:41]([CH:48]=[CH:49][CH:50]=2)[CH2:42]CS([O-])(=O)=O)[CH2:38][CH2:37]1)(C)C.[F-].C([N+](CCCC)(CCCC)CCCC)CCC.